From a dataset of Volume of distribution at steady state (VDss) regression data from Lombardo et al.. Regression/Classification. Given a drug SMILES string, predict its absorption, distribution, metabolism, or excretion properties. Task type varies by dataset: regression for continuous measurements (e.g., permeability, clearance, half-life) or binary classification for categorical outcomes (e.g., BBB penetration, CYP inhibition). For this dataset (vdss_lombardo), we predict log10(VDss) (log10 of volume of distribution in L/kg). (1) The molecule is CC[NH+](CC)CCN(Cc1ccc(-c2ccc(C(F)(F)F)cc2)cc1)C(=O)Cn1c(SCc2ccc(F)cc2)nc(=O)c2c1CCC2. The log10(VDss) is 1.08. (2) The drug is CC(=O)C1(O)Cc2c(O)c3c(c(O)c2C(OC2CC(N4CC4)C(OS(C)(=O)=O)C(C)O2)C1)C(=O)c1ccccc1C3=O. The log10(VDss) is 0.470. (3) The molecule is CCCCCCCCc1ccc(CCC([NH3+])(CO)CO)cc1. The log10(VDss) is 1.24. (4) The compound is COc1cc2c(cc1OC)CC(=O)N(CCC[NH+](C)CC1Cc3cc(OC)c(OC)cc31)CC2. The log10(VDss) is 0.220. (5) The compound is CCC1(c2cnc[nH]2)Cc2ccccc2C1. The log10(VDss) is 0.430.